This data is from Full USPTO retrosynthesis dataset with 1.9M reactions from patents (1976-2016). The task is: Predict the reactants needed to synthesize the given product. (1) Given the product [NH:18]1[CH:19]=[N:20][C:16]([C:12]2[CH:11]=[C:10]3[C:15](=[CH:14][CH:13]=2)[NH:7][N:8]=[C:9]3[C:40]2[CH:41]=[C:42]([C:43]([NH:53][CH:57]3[CH2:58][CH2:59][CH2:60][CH2:61][CH2:56]3)=[O:45])[CH:47]=[CH:48][CH:49]=2)=[N:17]1, predict the reactants needed to synthesize it. The reactants are: O1CCCCC1[N:7]1[C:15]2[C:10](=[CH:11][C:12]([C:16]3[N:20]=[CH:19][N:18](C(C4C=CC=CC=4)(C4C=CC=CC=4)C4C=CC=CC=4)[N:17]=3)=[CH:13][CH:14]=2)[C:9]([C:40]2[CH:41]=[C:42]([CH:47]=[CH:48][CH:49]=2)[C:43]([O:45]C)=O)=[N:8]1.[OH-].[Li+].O[N:53]1[C:57]2[CH:58]=[CH:59][CH:60]=[CH:61][C:56]=2N=N1.C1(N)CCCCC1.Cl.C(N=C=NCCCN(C)C)C.Cl. (2) Given the product [CH:38]1([C:34]2[CH:35]=[C:36]([CH3:37])[C:31]([N:28]3[CH2:27][CH2:26][N:25]([C:23]([C:11]4[CH:12]=[CH:13][C:14]([N:16]5[CH2:20][CH2:19][CH2:18][S:17]5(=[O:22])=[O:21])=[CH:15][C:10]=4[C:9]([N:8]([CH3:42])[CH3:6])=[O:41])=[O:24])[CH2:30][CH2:29]3)=[N:32][CH:33]=2)[CH2:40][CH2:39]1, predict the reactants needed to synthesize it. The reactants are: C(O[C:6]([N:8]([C:42](OC(C)(C)C)=O)[C:9](=[O:41])[C:10]1[CH:15]=[C:14]([N:16]2[CH2:20][CH2:19][CH2:18][S:17]2(=[O:22])=[O:21])[CH:13]=[CH:12][C:11]=1[C:23]([N:25]1[CH2:30][CH2:29][N:28]([C:31]2[C:36]([CH3:37])=[CH:35][C:34]([CH:38]3[CH2:40][CH2:39]3)=[CH:33][N:32]=2)[CH2:27][CH2:26]1)=[O:24])=O)(C)(C)C.O1CCCC1.CNC. (3) Given the product [O:3]1[C:8]2=[CH:9][CH:10]=[CH:11][C:7]2=[CH:6][C:5]([CH:12]2[CH2:17][CH2:16][CH2:15][CH2:14][N:13]2[CH2:18][CH2:19][C@H:20]2[CH2:21][CH2:22][C@H:23]([NH:26][C:31](=[O:32])[CH2:30][CH2:29][C:28]([F:35])([F:34])[F:27])[CH2:24][CH2:25]2)=[CH:4]1, predict the reactants needed to synthesize it. The reactants are: Cl.Cl.[O:3]1[C:8]2=[CH:9][CH:10]=[CH:11][C:7]2=[CH:6][C:5]([CH:12]2[CH2:17][CH2:16][CH2:15][CH2:14][N:13]2[CH2:18][CH2:19][C@H:20]2[CH2:25][CH2:24][C@H:23]([NH2:26])[CH2:22][CH2:21]2)=[CH:4]1.[F:27][C:28]([F:35])([F:34])[CH2:29][CH2:30][C:31](O)=[O:32]. (4) The reactants are: [Cl:1][CH2:2][C:3]([CH3:8])([CH3:7])[C:4]([OH:6])=[O:5].[C:9](O)([CH3:12])([CH3:11])[CH3:10].C1CCN2C(=NCCC2)CC1.C([O-])(O)=O.[Na+]. Given the product [C:9]([O:5][C:4](=[O:6])[C:3]([CH3:8])([CH3:7])[CH2:2][Cl:1])([CH3:12])([CH3:11])[CH3:10], predict the reactants needed to synthesize it.